Dataset: Reaction yield outcomes from USPTO patents with 853,638 reactions. Task: Predict the reaction yield, written as a fraction of the theoretical maximum amount of product (1.0 means a 100% yield; for example, 0.34 means a 34% yield). (1) The reactants are [OH:1][C:2]1[CH:3]=[CH:4][C:5]([C:8]([OH:10])=O)=[N:6][CH:7]=1.C(N(C(C)C)CC)(C)C.O.ON1C2C=CC=CC=2N=N1.CCN=C=NCCCN(C)C.Cl.[C:43]1([CH2:49][CH2:50][CH2:51][NH2:52])[CH:48]=[CH:47][CH:46]=[CH:45][CH:44]=1. The catalyst is ClCCl. The product is [C:43]1([CH2:49][CH2:50][CH2:51][NH:52][C:8]([C:5]2[CH:4]=[CH:3][C:2]([OH:1])=[CH:7][N:6]=2)=[O:10])[CH:48]=[CH:47][CH:46]=[CH:45][CH:44]=1. The yield is 0.610. (2) The reactants are [Cl:1][C:2]1[CH:10]=[CH:9][C:8]([Cl:11])=[C:7]2[C:3]=1[C:4]([C:20]1[C:28](O)=[CH:27][C:23]3[O:24][CH2:25][O:26][C:22]=3[CH:21]=1)([CH2:18][OH:19])[C:5](=[O:17])[N:6]2[CH2:12][CH2:13][CH2:14][CH2:15][CH3:16].C1(P(C2C=CC=CC=2)C2C=CC=CC=2)C=CC=CC=1.N(C(OC(C)C)=O)=NC(OC(C)C)=O. The product is [Cl:1][C:2]1[CH:10]=[CH:9][C:8]([Cl:11])=[C:7]2[C:3]=1[C:4]1([C:20]3=[CH:21][C:22]4[O:26][CH2:25][O:24][C:23]=4[CH:27]=[C:28]3[O:19][CH2:18]1)[C:5](=[O:17])[N:6]2[CH2:12][CH2:13][CH2:14][CH2:15][CH3:16]. The catalyst is O1CCCC1. The yield is 0.200. (3) The reactants are [C:1]([NH:8][CH2:9][C:10]([OH:12])=O)([O:3][C:4]([CH3:7])([CH3:6])[CH3:5])=[O:2].C1CCC(N=C=NC2CCCCC2)CC1.[CH3:28][O:29][C:30]1[CH:35]=[CH:34][C:33]([NH2:36])=[CH:32][CH:31]=1. The catalyst is ClCCl. The product is [CH3:28][O:29][C:30]1[CH:35]=[CH:34][C:33]([NH:36][C:10]([CH2:9][NH:8][C:1](=[O:2])[O:3][C:4]([CH3:5])([CH3:6])[CH3:7])=[O:12])=[CH:32][CH:31]=1. The yield is 0.570. (4) The reactants are [C:1]([C:4]1[S:5][C:6](Br)=[CH:7][CH:8]=1)(=O)C.[Br:10][C:11]1[S:15][C:14]([C:16]([CH2:18][C:19]#[N:20])=[O:17])=[CH:13][CH:12]=1.[CH2:21]([N:28]1CCC(=O)CC1)[C:22]1[CH:27]=[CH:26][CH:25]=[CH:24][CH:23]=1.N1CCOCC1.[S]. No catalyst specified. The product is [NH2:20][C:19]1[S:5][C:4]2[CH2:1][N:28]([CH2:21][C:22]3[CH:27]=[CH:26][CH:25]=[CH:24][CH:23]=3)[CH2:6][CH2:7][C:8]=2[C:18]=1[C:16]([C:14]1[S:15][C:11]([Br:10])=[CH:12][CH:13]=1)=[O:17]. The yield is 0.720. (5) The reactants are Br[C:2]1[CH:3]=[C:4]([CH2:8][O:9][C:10]2[CH:15]=[CH:14][C:13]([CH2:16][CH2:17][C:18]([O:20][CH3:21])=[O:19])=[CH:12][CH:11]=2)[CH:5]=[CH:6][CH:7]=1.[NH:22]1[CH:26]=[CH:25][CH:24]=[CH:23]1.C(P(C(C)(C)C)C(C)(C)C)(C)(C)C.C(=O)([O-])[O-].[Cs+].[Cs+]. The catalyst is C1(C)C=CC=CC=1.O. The product is [N:22]1([C:2]2[CH:3]=[C:4]([CH2:8][O:9][C:10]3[CH:15]=[CH:14][C:13]([CH2:16][CH2:17][C:18]([O:20][CH3:21])=[O:19])=[CH:12][CH:11]=3)[CH:5]=[CH:6][CH:7]=2)[CH:26]=[CH:25][CH:24]=[CH:23]1. The yield is 0.0700. (6) The product is [F:21][C:20]([F:23])([F:22])[C:19]([NH:1][C@H:2]([CH3:6])[C:3]([OH:5])=[O:4])=[O:18]. The yield is 0.973. The reactants are [NH2:1][C@H:2]([CH3:6])[C:3]([OH:5])=[O:4].CN(C)C(N(C)C)=N.C([O:18][CH2:19][C:20]([F:23])([F:22])[F:21])(=O)C. The catalyst is CO. (7) The reactants are [C:1]([O:5][C:6](=[O:22])[NH:7][C:8]([CH3:21])([CH3:20])[CH2:9][C:10]1[C:18]2[C:13](=[C:14]([OH:19])[CH:15]=[CH:16][CH:17]=2)[NH:12][CH:11]=1)([CH3:4])([CH3:3])[CH3:2].[H-].[Na+].[CH3:25][O:26][C:27](=[O:35])[C:28]1[CH:33]=[CH:32][C:31](Cl)=[N:30][CH:29]=1.O. The catalyst is CN(C)C=O. The product is [CH3:25][O:26][C:27](=[O:35])[C:28]1[CH:33]=[CH:32][C:31]([O:19][C:14]2[CH:15]=[CH:16][CH:17]=[C:18]3[C:13]=2[NH:12][CH:11]=[C:10]3[CH2:9][C:8]([NH:7][C:6]([O:5][C:1]([CH3:4])([CH3:2])[CH3:3])=[O:22])([CH3:21])[CH3:20])=[N:30][CH:29]=1. The yield is 0.580.